This data is from Forward reaction prediction with 1.9M reactions from USPTO patents (1976-2016). The task is: Predict the product of the given reaction. (1) Given the reactants [CH3:1][O:2][C:3](=[O:11])[CH2:4][CH2:5][S:6][CH2:7][C:8]([OH:10])=O.[C:12]1([C@H:18]([CH3:21])[CH2:19][NH2:20])[CH:17]=[CH:16][CH:15]=[CH:14][CH:13]=1, predict the reaction product. The product is: [O:10]=[C:8]([NH:20][CH2:19][C@H:18]([C:12]1[CH:17]=[CH:16][CH:15]=[CH:14][CH:13]=1)[CH3:21])[CH2:7][S:6][CH2:5][CH2:4][C:3]([O:2][CH3:1])=[O:11]. (2) Given the reactants Br.Br[CH2:3][C:4]([C:6]1[CH:11]=[CH:10][N:9]=[CH:8][CH:7]=1)=O.[O:12]1[C:16]2[CH:17]=[CH:18][C:19]([NH:21][C:22]([NH2:24])=[S:23])=[CH:20][C:15]=2[O:14][CH2:13]1.N, predict the reaction product. The product is: [O:12]1[C:16]2[CH:17]=[CH:18][C:19]([NH:21][C:22]3[S:23][CH:3]=[C:4]([C:6]4[CH:11]=[CH:10][N:9]=[CH:8][CH:7]=4)[N:24]=3)=[CH:20][C:15]=2[O:14][CH2:13]1. (3) Given the reactants [S:1]1[C:5]2[CH:6]=[CH:7][CH:8]=[CH:9][C:4]=2[CH:3]=[C:2]1[C:10]([NH:12][C@H:13]([C:18]([OH:20])=O)[CH2:14][CH:15]([CH3:17])[CH3:16])=[O:11].[NH2:21][CH2:22][C@@H:23]([OH:38])[CH2:24][CH2:25][NH:26][S:27]([C:30]1[CH:35]=[CH:34][C:33]([F:36])=[CH:32][C:31]=1[Cl:37])(=[O:29])=[O:28].C1C=C2C(N(O)N=NC2=CC=1)=O.CCN=C=NCCCN(C)C.Cl.CN1CCOCC1, predict the reaction product. The product is: [Cl:37][C:31]1[CH:32]=[C:33]([F:36])[CH:34]=[CH:35][C:30]=1[S:27]([NH:26][CH2:25][CH2:24][C@H:23]([OH:38])[CH2:22][NH:21][C:18]([C@@H:13]([NH:12][C:10]([C:2]1[S:1][C:5]2[CH:6]=[CH:7][CH:8]=[CH:9][C:4]=2[CH:3]=1)=[O:11])[CH2:14][CH:15]([CH3:16])[CH3:17])=[O:20])(=[O:29])=[O:28]. (4) Given the reactants [O:1]1[CH2:5]CC[CH2:2]1.[CH:6]12B[CH:10]([CH2:11][CH2:12][CH2:13]1)[CH2:9][CH2:8]C2.[OH-:15].[Na+].OO, predict the reaction product. The product is: [CH2:2]1[C:12]2([CH2:11][CH2:10][CH:9]([CH2:8][OH:15])[CH2:6][CH2:13]2)[CH2:5][O:1]1.